From a dataset of Catalyst prediction with 721,799 reactions and 888 catalyst types from USPTO. Predict which catalyst facilitates the given reaction. (1) Reactant: [Cl:1][C:2]1[CH:7]=[CH:6][C:5]([C:8]2[C:12]3[CH2:13][N:14]([S:17]([CH3:20])(=[O:19])=[O:18])[CH2:15][CH2:16][C:11]=3[N:10]([CH2:21][CH2:22][CH2:23][N:24]3[CH2:28][CH2:27][CH2:26][CH2:25]3)[N:9]=2)=[CH:4][C:3]=1[CH2:29][OH:30].[H-].[Na+].[F:33][C:34]1[CH:41]=[CH:40][C:37]([CH2:38]Br)=[CH:36][CH:35]=1. Product: [Cl:1][C:2]1[CH:7]=[CH:6][C:5]([C:8]2[C:12]3[CH2:13][N:14]([S:17]([CH3:20])(=[O:18])=[O:19])[CH2:15][CH2:16][C:11]=3[N:10]([CH2:21][CH2:22][CH2:23][N:24]3[CH2:28][CH2:27][CH2:26][CH2:25]3)[N:9]=2)=[CH:4][C:3]=1[CH2:29][O:30][CH2:38][C:37]1[CH:40]=[CH:41][C:34]([F:33])=[CH:35][CH:36]=1. The catalyst class is: 1. (2) Reactant: [Br:1][CH:2]1[CH2:28][O:27][C:5]2=[CH:6][CH:7]=[C:8]3[C:12]([N:11]([CH2:13][C@@H:14]([NH:16][C:17](=[O:26])[O:18][CH2:19][C:20]4[CH:25]=[CH:24][CH:23]=[CH:22][CH:21]=4)[CH3:15])[N:10]=[CH:9]3)=[C:4]2[CH:3]1O.[N-:30]=[N+:31]=[N-:32].[Na+]. Product: [N:30]([CH:3]1[C:4]2[C:5](=[CH:6][CH:7]=[C:8]3[C:12]=2[N:11]([CH2:13][C@@H:14]([NH:16][C:17](=[O:26])[O:18][CH2:19][C:20]2[CH:21]=[CH:22][CH:23]=[CH:24][CH:25]=2)[CH3:15])[N:10]=[CH:9]3)[O:27][CH2:28][CH:2]1[Br:1])=[N+:31]=[N-:32]. The catalyst class is: 16. (3) Reactant: [C:1]1([CH:7]([O:18][C:19]2[CH:24]=[CH:23][C:22]([C:25]([O:34]CC3C=CC(OC)=CC=3)([C:30]([F:33])([F:32])[F:31])[C:26]([F:29])([F:28])[F:27])=[CH:21][CH:20]=2)[CH2:8][O:9][C:10]2[CH:17]=[CH:16][C:13]([CH:14]=[O:15])=[CH:12][CH:11]=2)[CH:6]=[CH:5][CH:4]=[CH:3][CH:2]=1.ClC(Cl)C.C(C1C(=O)C(Cl)=C(Cl)C(=O)C=1C#N)#N.O. Product: [C:1]1([CH:7]([O:18][C:19]2[CH:24]=[CH:23][C:22]([C:25]([OH:34])([C:30]([F:31])([F:32])[F:33])[C:26]([F:28])([F:29])[F:27])=[CH:21][CH:20]=2)[CH2:8][O:9][C:10]2[CH:11]=[CH:12][C:13]([CH:14]=[O:15])=[CH:16][CH:17]=2)[CH:6]=[CH:5][CH:4]=[CH:3][CH:2]=1. The catalyst class is: 317. (4) Reactant: [OH:1][C:2]1[CH:3]=[C:4]([CH2:10][C:11]([O:13][CH2:14][CH3:15])=[O:12])[CH:5]=[CH:6][C:7]=1[O:8][CH3:9].N1C=CN=C1.[Si:21](Cl)([C:24]([CH3:27])([CH3:26])[CH3:25])([CH3:23])[CH3:22]. Product: [Si:21]([O:1][C:2]1[CH:3]=[C:4]([CH2:10][C:11]([O:13][CH2:14][CH3:15])=[O:12])[CH:5]=[CH:6][C:7]=1[O:8][CH3:9])([C:24]([CH3:27])([CH3:26])[CH3:25])([CH3:23])[CH3:22]. The catalyst class is: 3. (5) Reactant: [Cl:1][C:2]1[CH:3]=[C:4]([N:13]([CH2:20][CH3:21])[C@H:14]2[C@H:18]([OH:19])[CH2:17][O:16][CH2:15]2)[C:5]([CH3:12])=[C:6]([CH:11]=1)[C:7]([O:9]C)=[O:8].[H-].[Na+].[CH2:24](I)[CH3:25]. Product: [Cl:1][C:2]1[CH:3]=[C:4]([N:13]([C@H:14]2[C@H:18]([O:19][CH2:24][CH3:25])[CH2:17][O:16][CH2:15]2)[CH2:20][CH3:21])[C:5]([CH3:12])=[C:6]([CH:11]=1)[C:7]([OH:9])=[O:8]. The catalyst class is: 3. (6) Reactant: [CH:1]([NH:3][C:4]1[CH:9]=[CH:8][C:7]([CH2:10][C:11]([O:13][CH3:14])=[O:12])=[CH:6][CH:5]=1)=O.CSC.B.CO. Product: [CH3:1][NH:3][C:4]1[CH:5]=[CH:6][C:7]([CH2:10][C:11]([O:13][CH3:14])=[O:12])=[CH:8][CH:9]=1. The catalyst class is: 1. (7) Reactant: [OH-].[Na+].Cl.Cl.[OH:5][NH:6][C:7](=[O:30])/[CH:8]=[CH:9]/[C:10]1[CH:15]=[N:14][C:13]([NH:16][C@@H:17]2[CH2:21][CH2:20][N:19]([CH2:22][CH2:23][C:24]3[CH:29]=[CH:28][CH:27]=[CH:26][CH:25]=3)[CH2:18]2)=[CH:12][N:11]=1. Product: [OH:5][NH:6][C:7](=[O:30])/[CH:8]=[CH:9]/[C:10]1[CH:15]=[N:14][C:13]([NH:16][C@@H:17]2[CH2:21][CH2:20][N:19]([CH2:22][CH2:23][C:24]3[CH:29]=[CH:28][CH:27]=[CH:26][CH:25]=3)[CH2:18]2)=[CH:12][N:11]=1. The catalyst class is: 6. (8) The catalyst class is: 20. Reactant: [CH2:1]([C:3]1[N:4]=[C:5]([C:8]2[CH:32]=[CH:31][C:11]([O:12][CH2:13][CH2:14][CH2:15][O:16][C:17]3[CH:18]=[C:19]4[C:23](=[CH:24][CH:25]=3)[N:22]([CH2:26][C:27]([O:29]C)=[O:28])[CH:21]=[CH:20]4)=[C:10]([CH2:33][CH2:34][CH3:35])[CH:9]=2)[S:6][CH:7]=1)[CH3:2].O[Li].O. Product: [CH2:1]([C:3]1[N:4]=[C:5]([C:8]2[CH:32]=[CH:31][C:11]([O:12][CH2:13][CH2:14][CH2:15][O:16][C:17]3[CH:18]=[C:19]4[C:23](=[CH:24][CH:25]=3)[N:22]([CH2:26][C:27]([OH:29])=[O:28])[CH:21]=[CH:20]4)=[C:10]([CH2:33][CH2:34][CH3:35])[CH:9]=2)[S:6][CH:7]=1)[CH3:2].